From a dataset of Catalyst prediction with 721,799 reactions and 888 catalyst types from USPTO. Predict which catalyst facilitates the given reaction. (1) Reactant: [Cl:1][C:2]1[C:22]([O:23][CH3:24])=[CH:21][CH:20]=[CH:19][C:3]=1[O:4][C:5]1[CH2:9][N:8]([C@@H:10]([CH2:14][CH:15]([CH3:17])[CH3:16])[C:11]([OH:13])=O)[C:7](=[O:18])[CH:6]=1.CN(C)CCCN=C=NCC.ON1C2C=CC=CC=2N=N1.[NH2:46][C:47]1[CH:51]=[CH:50][N:49]([CH2:52][C:53]([CH3:56])([OH:55])[CH3:54])[N:48]=1. Product: [OH:55][C:53]([CH3:56])([CH3:54])[CH2:52][N:49]1[CH:50]=[CH:51][C:47]([NH:46][C:11](=[O:13])[C@@H:10]([N:8]2[CH2:9][C:5]([O:4][C:3]3[CH:19]=[CH:20][CH:21]=[C:22]([O:23][CH3:24])[C:2]=3[Cl:1])=[CH:6][C:7]2=[O:18])[CH2:14][CH:15]([CH3:17])[CH3:16])=[N:48]1. The catalyst class is: 4. (2) The catalyst class is: 44. Reactant: [OH:1][C:2]1[CH:3]=[C:4]([CH:15]=[C:16]([O:18][C@H:19]2[CH2:23][CH2:22][N:21]([CH3:24])[C:20]2=[O:25])[CH:17]=1)[C:5]([NH:7][C:8]1[CH:13]=[N:12][C:11]([CH3:14])=[CH:10][N:9]=1)=[O:6].[N:26]1([C:30]([C:32]2[CH:37]=[CH:36][C:35](F)=[C:34]([Cl:39])[CH:33]=2)=[O:31])[CH2:29][CH2:28][CH2:27]1.C(=O)([O-])[O-].[K+].[K+]. Product: [N:26]1([C:30]([C:32]2[CH:37]=[CH:36][C:35]([O:1][C:2]3[CH:3]=[C:4]([CH:15]=[C:16]([O:18][C@H:19]4[CH2:23][CH2:22][N:21]([CH3:24])[C:20]4=[O:25])[CH:17]=3)[C:5]([NH:7][C:8]3[CH:13]=[N:12][C:11]([CH3:14])=[CH:10][N:9]=3)=[O:6])=[C:34]([Cl:39])[CH:33]=2)=[O:31])[CH2:29][CH2:28][CH2:27]1. (3) Reactant: [F:1][C:2]1[CH:7]=[CH:6][C:5]([C:8]2[CH:13]=[CH:12][CH:11]=[CH:10][C:9]=2[CH2:14]O)=[CH:4][CH:3]=1.C(Br)(Br)(Br)[Br:17].C1(P(C2C=CC=CC=2)C2C=CC=CC=2)C=CC=CC=1. Product: [Br:17][CH2:14][C:9]1[CH:10]=[CH:11][CH:12]=[CH:13][C:8]=1[C:5]1[CH:6]=[CH:7][C:2]([F:1])=[CH:3][CH:4]=1. The catalyst class is: 2.